This data is from NCI-60 drug combinations with 297,098 pairs across 59 cell lines. The task is: Regression. Given two drug SMILES strings and cell line genomic features, predict the synergy score measuring deviation from expected non-interaction effect. Drug 2: CC1CCC2CC(C(=CC=CC=CC(CC(C(=O)C(C(C(=CC(C(=O)CC(OC(=O)C3CCCCN3C(=O)C(=O)C1(O2)O)C(C)CC4CCC(C(C4)OC)OCCO)C)C)O)OC)C)C)C)OC. Cell line: ACHN. Drug 1: CC1=C(C=C(C=C1)C(=O)NC2=CC(=CC(=C2)C(F)(F)F)N3C=C(N=C3)C)NC4=NC=CC(=N4)C5=CN=CC=C5. Synergy scores: CSS=6.72, Synergy_ZIP=1.69, Synergy_Bliss=3.92, Synergy_Loewe=-1.74, Synergy_HSA=-1.26.